Dataset: Retrosynthesis with 50K atom-mapped reactions and 10 reaction types from USPTO. Task: Predict the reactants needed to synthesize the given product. (1) Given the product CCN1CCCC(NC(=O)C=C(C)CCC=C(C)CCC=C(C)CCC=C(C)C)C1, predict the reactants needed to synthesize it. The reactants are: CC(C)=CCCC(C)=CCCC(C)=CCCC(C)=CC(=O)O.CCN1CCCC(N)C1. (2) Given the product CC[C@@H](Nc1nccc(-c2cc(F)c(OC)cc2C)c1[N+](=O)[O-])C1CC1, predict the reactants needed to synthesize it. The reactants are: CC[C@@H](N)C1CC1.COc1cc(C)c(-c2ccnc(OS(=O)(=O)C(F)(F)F)c2[N+](=O)[O-])cc1F. (3) Given the product CCOC(=O)Cc1csc(NS(=O)(=O)c2ccc(Cl)c(Cl)c2Cl)n1, predict the reactants needed to synthesize it. The reactants are: CCOC(=O)Cc1csc(N)n1.O=S(=O)(Cl)c1ccc(Cl)c(Cl)c1Cl. (4) The reactants are: N[C@H]1CCNC1.O=C(CCC1CCCCC1)Nc1c(Cl)ccc2nc(Cl)ccc12. Given the product NC1CCN(c2ccc3c(NC(=O)CCC4CCCCC4)c(Cl)ccc3n2)C1, predict the reactants needed to synthesize it. (5) Given the product CCN(CC)CCn1c(-c2ccccc2)cc2c1CCC(C)C2, predict the reactants needed to synthesize it. The reactants are: CC1CCC(=O)C(CC(=O)c2ccccc2)C1.CCN(CC)CCN. (6) Given the product CCCCC(Cc1ccc(OCCCNC)cc1)C(=O)OCC, predict the reactants needed to synthesize it. The reactants are: CCCCC(Cc1ccc(OCCCOS(C)(=O)=O)cc1)C(=O)OCC.CN.